Dataset: Full USPTO retrosynthesis dataset with 1.9M reactions from patents (1976-2016). Task: Predict the reactants needed to synthesize the given product. (1) Given the product [CH3:10][O:11][C:12]1[CH:13]=[C:14]([CH:29]=[CH:30][CH:31]=1)[O:15][C:16]1[CH:17]=[CH:18][C:19]([C:22]2[C:23]3=[N:28][S:6](=[O:8])(=[O:7])[CH2:5][CH2:4][N:24]3[CH:25]=[CH:26][CH:27]=2)=[CH:20][CH:21]=1, predict the reactants needed to synthesize it. The reactants are: [H-].[Na+].Cl[CH2:4][CH2:5][S:6](Cl)(=[O:8])=[O:7].[CH3:10][O:11][C:12]1[CH:13]=[C:14]([CH:29]=[CH:30][CH:31]=1)[O:15][C:16]1[CH:21]=[CH:20][C:19]([C:22]2[C:23]([NH2:28])=[N:24][CH:25]=[CH:26][CH:27]=2)=[CH:18][CH:17]=1. (2) Given the product [CH2:26]([O:25][C:21](=[O:24])[CH2:22][O:23][C:1]([C:14]1[CH:19]=[CH:18][CH:17]=[CH:16][CH:15]=1)([C:8]1[CH:13]=[CH:12][CH:11]=[CH:10][CH:9]=1)[C:2]1[CH:7]=[CH:6][CH:5]=[CH:4][CH:3]=1)[CH3:27], predict the reactants needed to synthesize it. The reactants are: [C:1](Cl)([C:14]1[CH:19]=[CH:18][CH:17]=[CH:16][CH:15]=1)([C:8]1[CH:13]=[CH:12][CH:11]=[CH:10][CH:9]=1)[C:2]1[CH:7]=[CH:6][CH:5]=[CH:4][CH:3]=1.[C:21]([O:25][CH2:26][CH3:27])(=[O:24])[CH2:22][OH:23].N1C=CC=CC=1.Cl. (3) Given the product [NH2:23][C@@H:24]([CH2:25][C:26]1[CH:31]=[CH:30][CH:29]=[CH:28][CH:27]=1)[C:32]([NH:6][C:5]1[CH:4]=[C:3]([C:2]([F:14])([F:15])[F:1])[CH:9]=[C:8]([C:10]([F:11])([F:12])[F:13])[CH:7]=1)=[O:33], predict the reactants needed to synthesize it. The reactants are: [F:1][C:2]([F:15])([F:14])[C:3]1[CH:4]=[C:5]([CH:7]=[C:8]([C:10]([F:13])([F:12])[F:11])[CH:9]=1)[NH2:6].C(OC([NH:23][C@H:24]([C:32](O)=[O:33])[CH2:25][C:26]1[CH:31]=[CH:30][CH:29]=[CH:28][CH:27]=1)=O)(C)(C)C.P(Cl)(Cl)Cl.C(=O)([O-])O.[Na+].